Dataset: Reaction yield outcomes from USPTO patents with 853,638 reactions. Task: Predict the reaction yield, written as a fraction of the theoretical maximum amount of product (1.0 means a 100% yield; for example, 0.34 means a 34% yield). (1) The reactants are [NH2:1][C:2]1[N:6]([C:7]2[CH:14]=[CH:13][C:10]([C:11]#[N:12])=[CH:9][CH:8]=2)[N:5]=[C:4]([C:15]([CH3:18])([CH3:17])[CH3:16])[CH:3]=1.[OH-].[Na+].Cl[C:22]([O:24][CH2:25][C:26]([Cl:29])([Cl:28])[Cl:27])=[O:23]. The catalyst is CCOC(C)=O. The product is [Cl:27][C:26]([Cl:29])([Cl:28])[CH2:25][O:24][C:22](=[O:23])[NH:1][C:2]1[N:6]([C:7]2[CH:14]=[CH:13][C:10]([C:11]#[N:12])=[CH:9][CH:8]=2)[N:5]=[C:4]([C:15]([CH3:18])([CH3:17])[CH3:16])[CH:3]=1. The yield is 0.790. (2) The yield is 0.600. The reactants are [I:1][C:2]1[CH:7]=[CH:6][N:5]=[C:4]([N:8]2[C:16]3[C:11](=[CH:12][CH:13]=[CH:14][CH:15]=3)[C:10]([C:17]([OH:19])=O)=[N:9]2)[CH:3]=1.[Cl-].[NH4+:21]. The product is [I:1][C:2]1[CH:7]=[CH:6][N:5]=[C:4]([N:8]2[C:16]3[C:11](=[CH:12][CH:13]=[CH:14][CH:15]=3)[C:10]([C:17]([NH2:21])=[O:19])=[N:9]2)[CH:3]=1. No catalyst specified. (3) The reactants are [OH:1][C:2]1[CH:11]=[C:10]2[C:5]([CH2:6][CH2:7][CH2:8][C:9]2=O)=[CH:4][C:3]=1[O:13][CH3:14].Cl.[N+:16]([C:19]1[CH:27]=[CH:26]C(CNO)=[CH:21][CH:20]=1)([O-:18])=[O:17].[N:28]1C=CC=CC=1.[CH2:34]([OH:36])[CH3:35]. No catalyst specified. The product is [N+:16]([C:19]1[CH:27]=[CH:26][C:35]([CH2:34][O:36]/[N:28]=[C:9]2\[CH2:8][CH2:7][CH2:6][C:5]3[C:10]\2=[CH:11][C:2]([OH:1])=[C:3]([O:13][CH3:14])[CH:4]=3)=[CH:21][CH:20]=1)([O-:18])=[O:17]. The yield is 0.550. (4) The reactants are [C:1]([C:5]1[O:9][N:8]=[C:7]([NH:10][C:11]([NH:13][C:14]2[CH:19]=[CH:18][CH:17]=[C:16]([SH:20])[CH:15]=2)=[O:12])[CH:6]=1)([CH3:4])([CH3:3])[CH3:2].Cl[C:22]1[C:31]2[C:26](=[CH:27][C:28]([O:39][CH3:40])=[CH:29][C:30]=2[O:32][CH:33]2[CH2:38][CH2:37][O:36][CH2:35][CH2:34]2)[N:25]=[CH:24][N:23]=1.C([O-])([O-])=O.[Cs+].[Cs+]. The catalyst is C(O)(C)C. The product is [C:1]([C:5]1[O:9][N:8]=[C:7]([NH:10][C:11]([NH:13][C:14]2[CH:19]=[CH:18][CH:17]=[C:16]([S:20][C:22]3[C:31]4[C:26](=[CH:27][C:28]([O:39][CH3:40])=[CH:29][C:30]=4[O:32][CH:33]4[CH2:34][CH2:35][O:36][CH2:37][CH2:38]4)[N:25]=[CH:24][N:23]=3)[CH:15]=2)=[O:12])[CH:6]=1)([CH3:4])([CH3:2])[CH3:3]. The yield is 0.220. (5) The reactants are [Cl:1][C:2]1[CH:7]=[C:6]([Cl:8])[CH:5]=[CH:4][C:3]=1[CH:9]1[C:14]([C:15]([O:17][CH2:18][CH3:19])=[O:16])=[C:13]([CH3:20])[NH:12][C:11]([C:21]2[N:22]=[CH:23][S:24][CH:25]=2)=[N:10]1.C1C(=O)N([Br:33])C(=O)C1. No catalyst specified. The product is [Br:33][CH2:20][C:13]1[NH:12][C:11]([C:21]2[N:22]=[CH:23][S:24][CH:25]=2)=[N:10][CH:9]([C:3]2[CH:4]=[CH:5][C:6]([Cl:8])=[CH:7][C:2]=2[Cl:1])[C:14]=1[C:15]([O:17][CH2:18][CH3:19])=[O:16]. The yield is 0.570. (6) The reactants are [CH2:1]([N:3]([CH2:38][CH3:39])[CH2:4][CH2:5][CH2:6][NH:7][C:8]1[N:9]=[C:10]([C:27]2[CH:28]=[C:29]([CH:33]=[C:34]([F:37])[C:35]=2[CH3:36])[C:30]([OH:32])=O)[C:11]2[CH:17]=[CH:16][C:15](=[O:18])[N:14]([C:19]3[C:24]([F:25])=[CH:23][CH:22]=[CH:21][C:20]=3[F:26])[C:12]=2[N:13]=1)[CH3:2].CN(C(O[N:48]1N=N[C:50]2[CH:51]=CC=C[C:49]1=2)=[N+](C)C)C.F[P-](F)(F)(F)(F)F.C(N(CC)CC)C.C(N)CC. The catalyst is CN(C=O)C. The product is [CH2:1]([N:3]([CH2:38][CH3:39])[CH2:4][CH2:5][CH2:6][NH:7][C:8]1[N:9]=[C:10]([C:27]2[CH:28]=[C:29]([CH:33]=[C:34]([F:37])[C:35]=2[CH3:36])[C:30]([NH:48][CH2:49][CH2:50][CH3:51])=[O:32])[C:11]2[CH:17]=[CH:16][C:15](=[O:18])[N:14]([C:19]3[C:20]([F:26])=[CH:21][CH:22]=[CH:23][C:24]=3[F:25])[C:12]=2[N:13]=1)[CH3:2]. The yield is 0.580. (7) The reactants are [OH:1][CH2:2][C:3]([CH3:9])([CH3:8])[C:4]([O:6][CH3:7])=[O:5].[CH3:10][O:11][C:12]1[CH:17]=[CH:16][C:15](O)=[CH:14][CH:13]=1.C1(P(C2C=CC=CC=2)C2C=CC=CC=2)C=CC=CC=1.CCOC(/N=N/C(OCC)=O)=O. The catalyst is C1COCC1.C1(C)C=CC=CC=1. The product is [CH3:10][O:11][C:12]1[CH:17]=[CH:16][C:15]([O:1][CH2:2][C:3]([CH3:9])([CH3:8])[C:4]([O:6][CH3:7])=[O:5])=[CH:14][CH:13]=1. The yield is 0.980. (8) The reactants are [C:1]([C:6]1[CH:7]=[CH:8][C:9]([O:15][CH3:16])=[C:10]([CH:14]=1)[C:11]([OH:13])=O)(=[O:5])[CH:2]([CH3:4])[CH3:3].[F:17][C:18]([F:31])([F:30])[C:19]1[CH:20]=[C:21]([CH:23]=[C:24]([C:26]([F:29])([F:28])[F:27])[CH:25]=1)[NH2:22]. No catalyst specified. The product is [C:1]([C:6]1[CH:7]=[CH:8][C:9]([O:15][CH3:16])=[C:10]([CH:14]=1)[C:11]([NH:22][C:21]1[CH:23]=[C:24]([C:26]([F:27])([F:28])[F:29])[CH:25]=[C:19]([C:18]([F:17])([F:30])[F:31])[CH:20]=1)=[O:13])(=[O:5])[CH:2]([CH3:3])[CH3:4]. The yield is 0.614. (9) The reactants are [CH2:1]([O:8][C:9]1[CH:17]=[CH:16][C:12]([C:13]([OH:15])=[O:14])=[CH:11][CH:10]=1)[CH2:2][CH2:3][CH2:4][CH2:5][CH2:6][CH3:7].C(Cl)(=O)C(Cl)=O.O[C:25]1[CH:32]=[CH:31][C:28]([CH:29]=[O:30])=[C:27]([O:33][CH3:34])[CH:26]=1. The catalyst is C(Cl)Cl.CN(C=O)C. The product is [CH2:1]([O:8][C:9]1[CH:17]=[CH:16][C:12]([C:13]([O:15][C:25]2[CH:32]=[CH:31][C:28]([CH:29]=[O:30])=[C:27]([O:33][CH3:34])[CH:26]=2)=[O:14])=[CH:11][CH:10]=1)[CH2:2][CH2:3][CH2:4][CH2:5][CH2:6][CH3:7]. The yield is 0.150.